This data is from Reaction yield outcomes from USPTO patents with 853,638 reactions. The task is: Predict the reaction yield, written as a fraction of the theoretical maximum amount of product (1.0 means a 100% yield; for example, 0.34 means a 34% yield). (1) The yield is 0.860. The catalyst is CCO.O.C1(C)C=CC=CC=1.C1C=CC([P]([Pd]([P](C2C=CC=CC=2)(C2C=CC=CC=2)C2C=CC=CC=2)([P](C2C=CC=CC=2)(C2C=CC=CC=2)C2C=CC=CC=2)[P](C2C=CC=CC=2)(C2C=CC=CC=2)C2C=CC=CC=2)(C2C=CC=CC=2)C2C=CC=CC=2)=CC=1. The reactants are Br[C:2]1[CH:3]=[C:4]2[C:8](=[CH:9][C:10]=1[Cl:11])[NH:7][CH:6]=[CH:5]2.C(=O)([O-])[O-].[Na+].[Na+].[CH2:18]([O:20][C:21]1[CH:26]=[CH:25][C:24](B(O)O)=[CH:23][CH:22]=1)[CH3:19].N#N. The product is [Cl:11][C:10]1[CH:9]=[C:8]2[C:4]([CH:5]=[CH:6][NH:7]2)=[CH:3][C:2]=1[C:24]1[CH:25]=[CH:26][C:21]([O:20][CH2:18][CH3:19])=[CH:22][CH:23]=1. (2) The reactants are [NH2:1][C:2]1[CH:11]=[CH:10][C:5]([C:6]([O:8]C)=[O:7])=[CH:4][C:3]=1[NH:12][C:13](=[O:22])[C:14]1[CH:19]=[CH:18][C:17]([O:20][CH3:21])=[CH:16][CH:15]=1.[OH-].[Na+].C1COCC1.Cl. The catalyst is CO. The product is [NH2:1][C:2]1[CH:11]=[CH:10][C:5]([C:6]([OH:8])=[O:7])=[CH:4][C:3]=1[NH:12][C:13](=[O:22])[C:14]1[CH:19]=[CH:18][C:17]([O:20][CH3:21])=[CH:16][CH:15]=1. The yield is 0.970. (3) The product is [C:1]([NH:9][C:10]1[N:18]=[CH:17][N:16]=[C:15]2[C:11]=1[N:12]=[CH:13][N:14]2[CH:19]1[O:23][CH:22]([CH2:24][OH:25])[CH:21]([O:45][C:46](=[O:53])[C:47]2[CH:48]=[CH:49][CH:50]=[CH:51][CH:52]=2)[CH:20]1[F:54])(=[O:8])[C:2]1[CH:7]=[CH:6][CH:5]=[CH:4][CH:3]=1. The reactants are [C:1]([NH:9][C:10]1[N:18]=[CH:17][N:16]=[C:15]2[C:11]=1[N:12]=[CH:13][N:14]2[CH:19]1[O:23][CH:22]([CH2:24][O:25]C(C2C=CC=CC=2)(C2C=CC=CC=2)C2C=CC=CC=2)[CH:21]([O:45][C:46](=[O:53])[C:47]2[CH:52]=[CH:51][CH:50]=[CH:49][CH:48]=2)[CH:20]1[F:54])(=[O:8])[C:2]1[CH:7]=[CH:6][CH:5]=[CH:4][CH:3]=1. The catalyst is CC(O)=O. The yield is 0.450. (4) The reactants are [CH3:1][O:2][C:3]1[CH:4]=[C:5]2[C:10](=[CH:11][C:12]=1[O:13][CH3:14])[N:9]=[CH:8][CH:7]=[C:6]2[O:15][C:16]1[CH:22]=[CH:21][C:19]([NH2:20])=[C:18]([F:23])[CH:17]=1.ClC(Cl)(O[C:28](=[O:34])OC(Cl)(Cl)Cl)Cl.Cl.[F:37][CH2:38][CH2:39][NH2:40].C(=O)([O-])O.[Na+]. The catalyst is C1(C)C=CC=CC=1.ClCCl.C(N(CC)CC)C. The product is [CH3:1][O:2][C:3]1[CH:4]=[C:5]2[C:10](=[CH:11][C:12]=1[O:13][CH3:14])[N:9]=[CH:8][CH:7]=[C:6]2[O:15][C:16]1[CH:22]=[CH:21][C:19]([NH:20][C:28]([NH:40][CH2:39][CH2:38][F:37])=[O:34])=[C:18]([F:23])[CH:17]=1. The yield is 0.720. (5) The reactants are C(NC(C)C)(C)C.C([Li])CCC.[CH2:13]([SnH:17]([CH2:22][CH2:23][CH2:24][CH3:25])[CH2:18][CH2:19][CH2:20][CH3:21])[CH2:14][CH2:15][CH3:16].[CH3:26][O:27][CH2:28]Cl. The catalyst is O.O1CCCC1. The product is [CH2:22]([Sn:17]([CH2:13][CH2:14][CH2:15][CH3:16])([CH2:18][CH2:19][CH2:20][CH3:21])[CH2:26][O:27][CH3:28])[CH2:23][CH2:24][CH3:25]. The yield is 0.860. (6) The reactants are [CH2:1]([N:8]1[C:12]2[CH:13]=[C:14]3[C:18](=[CH:19][C:11]=2[NH:10][C:9]1=[O:21])[NH:17][N:16]=[C:15]3[I:20])[C:2]1[CH:7]=[CH:6][CH:5]=[CH:4][CH:3]=1.[O:22](C(OC(C)(C)C)=O)[C:23]([O:25][C:26]([CH3:29])([CH3:28])[CH3:27])=O. The yield is 0.590. The catalyst is CN(C1C=CN=CC=1)C.C1COCC1. The product is [CH2:1]([N:8]1[C:12]2[CH:13]=[C:14]3[C:18](=[CH:19][C:11]=2[NH:10][C:9]1=[O:21])[N:17]([C:23]([O:25][C:26]([CH3:29])([CH3:28])[CH3:27])=[O:22])[N:16]=[C:15]3[I:20])[C:2]1[CH:7]=[CH:6][CH:5]=[CH:4][CH:3]=1. (7) The reactants are C([C:3]1[N:4]([CH2:18][C:19]2[CH:24]=[CH:23][CH:22]=[CH:21][C:20]=2[C:25]2[CH:30]=[CH:29][CH:28]=[CH:27][CH:26]=2)[C:5]2[C:10]([C:11](=[O:16])[C:12]=1[C:13]([OH:15])=[O:14])=[N:9][CH:8]=[C:7]([CH3:17])[CH:6]=2)C.O.[OH-].[Li+]. The catalyst is CO.O.C(#N)C. The product is [C:20]1([C:25]2[CH:30]=[CH:29][CH:28]=[CH:27][CH:26]=2)[CH:21]=[CH:22][CH:23]=[CH:24][C:19]=1[CH2:18][N:4]1[C:5]2[C:10](=[N:9][CH:8]=[C:7]([CH3:17])[CH:6]=2)[C:11](=[O:16])[C:12]([C:13]([OH:15])=[O:14])=[CH:3]1. The yield is 0.200. (8) The reactants are [CH3:1][O:2][C:3]1[CH:4]=[C:5]2[C:10](=[CH:11][C:12]=1[O:13][CH2:14][CH2:15][O:16][CH3:17])[N:9]=[CH:8][N:7]=[C:6]2[O:18][C:19]1[CH:20]=[C:21]([CH:23]=[CH:24][CH:25]=1)[NH2:22].C(N(CC)C(C)C)(C)C.[C:35]1([C:41]2[O:45][N:44]=[C:43]([NH:46][C:47](=O)[O:48]C3C=CC=CC=3)[CH:42]=2)[CH:40]=[CH:39][CH:38]=[CH:37][CH:36]=1. The catalyst is C1COCC1.CN(C)C1C=CN=CC=1. The product is [CH3:1][O:2][C:3]1[CH:4]=[C:5]2[C:10](=[CH:11][C:12]=1[O:13][CH2:14][CH2:15][O:16][CH3:17])[N:9]=[CH:8][N:7]=[C:6]2[O:18][C:19]1[CH:20]=[C:21]([NH:22][C:47]([NH:46][C:43]2[CH:42]=[C:41]([C:35]3[CH:36]=[CH:37][CH:38]=[CH:39][CH:40]=3)[O:45][N:44]=2)=[O:48])[CH:23]=[CH:24][CH:25]=1. The yield is 0.700. (9) The reactants are Cl[C:2]1[CH:3]=[C:4]([CH:8]=[C:9]([O:11][CH:12]([CH3:14])[CH3:13])[N:10]=1)[C:5]([OH:7])=[O:6].[CH3:15][CH:16]([CH2:18][O-:19])[CH3:17].[Na+]. No catalyst specified. The product is [CH2:18]([O:19][C:2]1[CH:3]=[C:4]([CH:8]=[C:9]([O:11][CH:12]([CH3:14])[CH3:13])[N:10]=1)[C:5]([OH:7])=[O:6])[CH:16]([CH3:17])[CH3:15]. The yield is 0.250.